This data is from Full USPTO retrosynthesis dataset with 1.9M reactions from patents (1976-2016). The task is: Predict the reactants needed to synthesize the given product. Given the product [F:21][C:18]1[CH:19]=[CH:20][C:15]([O:14][CH2:13][CH2:12][N:3]2[C:4]3[CH:10]=[CH:9][CH:8]=[CH:7][C:5]=3[N:6]([CH2:12][CH2:13][O:14][C:15]3[CH:20]=[CH:19][C:18]([F:21])=[CH:17][CH:16]=3)[C:2]2=[NH:1])=[CH:16][CH:17]=1, predict the reactants needed to synthesize it. The reactants are: [NH2:1][C:2]1[NH:3][C:4]2[CH:10]=[CH:9][CH:8]=[CH:7][C:5]=2[N:6]=1.Br[CH2:12][CH2:13][O:14][C:15]1[CH:20]=[CH:19][C:18]([F:21])=[CH:17][CH:16]=1.